This data is from Full USPTO retrosynthesis dataset with 1.9M reactions from patents (1976-2016). The task is: Predict the reactants needed to synthesize the given product. (1) Given the product [O:1]1[C@@H:6]([CH2:7][N:9]2[CH2:10][CH2:11][N:12]([C:15]3[C:20]([CH2:21][O:22][CH3:23])=[CH:19][CH:18]=[CH:17][N:16]=3)[CH2:13][CH2:14]2)[CH2:5][O:4][C:3]2[CH:24]=[CH:25][CH:26]=[CH:27][C:2]1=2, predict the reactants needed to synthesize it. The reactants are: [O:1]1[C@@H:6]([C:7]([N:9]2[CH2:14][CH2:13][N:12]([C:15]3[C:20]([CH2:21][O:22][CH3:23])=[CH:19][CH:18]=[CH:17][N:16]=3)[CH2:11][CH2:10]2)=O)[CH2:5][O:4][C:3]2[CH:24]=[CH:25][CH:26]=[CH:27][C:2]1=2.B.C1COCC1.CO.O. (2) Given the product [C:16]([C:14]1[S:15][C:11]2[CH:10]=[C:9]([O:8][CH2:7][CH2:6][CH2:5][CH2:4][CH2:3][CH2:2][NH:1][C:47]([C:45]3[CH:44]=[CH:43][C:42]([C:57]([O-:59])=[O:58])=[C:41]([C:30]4[C:31]5[CH:32]=[CH:33][C:34]([N:35]([CH3:36])[CH3:37])=[CH:38][C:39]=5[O:40][C:26]5[C:27]=4[CH:28]=[CH:29][C:24](=[N+:22]([CH3:23])[CH3:21])[CH:25]=5)[CH:46]=3)=[O:48])[C:19]([F:20])=[CH:18][C:12]=2[N:13]=1)#[N:17], predict the reactants needed to synthesize it. The reactants are: [NH2:1][CH2:2][CH2:3][CH2:4][CH2:5][CH2:6][CH2:7][O:8][C:9]1[C:19]([F:20])=[CH:18][C:12]2[N:13]=[C:14]([C:16]#[N:17])[S:15][C:11]=2[CH:10]=1.[CH3:21][N:22]([C:24]1[CH:29]=[CH:28][C:27]2[C:30]([C:41]3[CH:46]=[C:45]([C:47](ON4C(=O)CCC4=O)=[O:48])[CH:44]=[CH:43][C:42]=3[C:57]([O-:59])=[O:58])=[C:31]3[C:39]([O:40][C:26]=2[CH:25]=1)=[CH:38][C:34](=[N+:35]([CH3:37])[CH3:36])[CH:33]=[CH:32]3)[CH3:23]. (3) The reactants are: CO[C:3]1[CH:8]=[CH:7][C:6]([C@@H:9]([N:11]([CH2:22][C:23]2[N:24]=[C:25]3[CH:30]=[CH:29][CH:28]=[C:27]([N:31]4[CH2:36][CH2:35][N:34]([CH3:37])[CH2:33][CH2:32]4)[N:26]3[CH:38]=2)[C@@H:12]2[C:21]3[N:20]=[CH:19][CH:18]=[CH:17][C:16]=3[CH2:15][CH2:14][CH2:13]2)C)=[CH:5][CH:4]=1.[F:39]C1C=CC(C=O)=CC=1. Given the product [F:39][C:3]1[CH:8]=[CH:7][C:6]([CH2:9][N:11]([CH2:22][C:23]2[N:24]=[C:25]3[CH:30]=[CH:29][CH:28]=[C:27]([N:31]4[CH2:36][CH2:35][N:34]([CH3:37])[CH2:33][CH2:32]4)[N:26]3[CH:38]=2)[C@@H:12]2[C:21]3[N:20]=[CH:19][CH:18]=[CH:17][C:16]=3[CH2:15][CH2:14][CH2:13]2)=[CH:5][CH:4]=1, predict the reactants needed to synthesize it.